Predict the reactants needed to synthesize the given product. From a dataset of Full USPTO retrosynthesis dataset with 1.9M reactions from patents (1976-2016). (1) Given the product [F:1][S:2]([F:19])([F:18])([F:17])([F:16])[C:3]1[CH:4]=[C:5]2[C:6](=[CH:8][CH:9]=1)[NH:7][CH:11]=[CH:10]2, predict the reactants needed to synthesize it. The reactants are: [F:1][S:2]([F:19])([F:18])([F:17])([F:16])[C:3]1[CH:9]=[CH:8][C:6]([NH2:7])=[C:5]([C:10]#[C:11][Si](C)(C)C)[CH:4]=1.C(=O)([O-])[O-].[K+].[K+].CC([O-])(C)C.[K+].[Cl-].[NH4+]. (2) Given the product [Si:7]([O:14][C@H:15]1[C@H:19]2[O:20][CH2:21][CH:22]([CH2:23][CH2:24][OH:25])[C@H:18]2[O:17][CH2:16]1)([C:10]([CH3:13])([CH3:12])[CH3:11])([CH3:9])[CH3:8], predict the reactants needed to synthesize it. The reactants are: [H-].[H-].[H-].[H-].[Li+].[Al+3].[Si:7]([O:14][C@H:15]1[C@H:19]2[O:20][CH2:21][CH:22]([CH2:23][C:24](OCC)=[O:25])[C@H:18]2[O:17][CH2:16]1)([C:10]([CH3:13])([CH3:12])[CH3:11])([CH3:9])[CH3:8]. (3) Given the product [CH2:22]([O:24][C:25](=[O:44])[CH2:26][CH2:27][C:28]1[CH:33]=[CH:32][CH:31]=[C:30]([N:34]2[C:38]([NH:39][C:15]([NH:9][C:6]3[CH:7]=[CH:8][C:3]([O:2][CH3:1])=[CH:4][CH:5]=3)=[O:16])=[CH:37][C:36]([C:40]([CH3:43])([CH3:42])[CH3:41])=[N:35]2)[CH:29]=1)[CH3:23], predict the reactants needed to synthesize it. The reactants are: [CH3:1][O:2][C:3]1[CH:8]=[CH:7][C:6]([NH2:9])=[CH:5][CH:4]=1.C1N=CN([C:15](N2C=NC=C2)=[O:16])C=1.[CH2:22]([O:24][C:25](=[O:44])[CH2:26][CH2:27][C:28]1[CH:33]=[CH:32][CH:31]=[C:30]([N:34]2[C:38]([NH2:39])=[CH:37][C:36]([C:40]([CH3:43])([CH3:42])[CH3:41])=[N:35]2)[CH:29]=1)[CH3:23]. (4) The reactants are: [I:1]I.[CH3:3][O:4][C:5]1[CH:10]=[CH:9][C:8]([C@H:11]2[CH2:14][C@H:13]([CH2:15][C:16]([O:18][CH3:19])=[O:17])[CH2:12]2)=[CH:7][CH:6]=1. Given the product [I:1][C:10]1[CH:9]=[C:8]([C@H:11]2[CH2:12][C@H:13]([CH2:15][C:16]([O:18][CH3:19])=[O:17])[CH2:14]2)[CH:7]=[CH:6][C:5]=1[O:4][CH3:3], predict the reactants needed to synthesize it. (5) Given the product [NH:1]1[CH2:6][CH2:5][CH2:4][C@@H:3]2[CH2:7][N:8]([C:28]3[C:37]4[CH2:36][CH2:35][CH2:34][C:33]5([CH2:41][CH2:40][CH2:39][CH2:38]5)[C:32]=4[N:31]=[C:30]([NH2:42])[N:29]=3)[CH2:9][C@H:2]12, predict the reactants needed to synthesize it. The reactants are: [N:1]1(C(OC(C)(C)C)=O)[CH2:6][CH2:5][CH2:4][CH:3]2[CH2:7][NH:8][CH2:9][CH:2]12.CC1C=CC(S(O[C:28]2[C:37]3[CH2:36][CH2:35][CH2:34][C:33]4([CH2:41][CH2:40][CH2:39][CH2:38]4)[C:32]=3[N:31]=[C:30]([NH2:42])[N:29]=2)(=O)=O)=CC=1. (6) The reactants are: [CH2:1]([CH:3]([C:6]1[C:7]2[N:8]([C:13]([C:17]3[S:21][C:20]4[CH:22]=[CH:23][C:24](F)=[CH:25][C:19]=4[C:18]=3[CH3:27])=[C:14]([CH3:16])[N:15]=2)[N:9]=[C:10]([CH3:12])[CH:11]=1)[CH2:4][CH3:5])[CH3:2].[OH-].[K+].CN(C)CC[OH:34]. Given the product [CH2:1]([CH:3]([C:6]1[C:7]2[N:8]([C:13]([C:17]3[S:21][C:20]4[CH:22]=[CH:23][C:24]([OH:34])=[CH:25][C:19]=4[C:18]=3[CH3:27])=[C:14]([CH3:16])[N:15]=2)[N:9]=[C:10]([CH3:12])[CH:11]=1)[CH2:4][CH3:5])[CH3:2], predict the reactants needed to synthesize it. (7) Given the product [Cl:3][C:4]1[CH:9]=[CH:8][CH:7]=[C:6]([Cl:10])[C:5]=1[C:11]([NH:13][C@H:14]([C:35]([OH:37])=[O:36])[CH2:15][C:16]1[CH:21]=[CH:20][C:19]([O:22][CH2:23][CH2:24][CH2:25][NH:26][C:27]2[CH:32]=[CH:31][C:30]([O:33][CH3:34])=[CH:29][N:28]=2)=[CH:18][CH:17]=1)=[O:12], predict the reactants needed to synthesize it. The reactants are: [OH-].[Na+].[Cl:3][C:4]1[CH:9]=[CH:8][CH:7]=[C:6]([Cl:10])[C:5]=1[C:11]([NH:13][C@H:14]([C:35]([O:37]C)=[O:36])[CH2:15][C:16]1[CH:21]=[CH:20][C:19]([O:22][CH2:23][CH2:24][CH2:25][NH:26][C:27]2[CH:32]=[CH:31][C:30]([O:33][CH3:34])=[CH:29][N:28]=2)=[CH:18][CH:17]=1)=[O:12].O. (8) The reactants are: [NH2:1][C:2]1[CH:3]=[CH:4][C:5]([CH3:24])=[C:6]([C:8]2[CH:17]=[C:16]3[C:11]([CH:12]=[C:13]([NH:18][C:19]([CH:21]4[CH2:23][CH2:22]4)=[O:20])[N:14]=[CH:15]3)=[CH:10][CH:9]=2)[CH:7]=1.[O:25]1[CH2:29][CH2:28][CH2:27][C@@H:26]1[C:30](O)=[O:31].F[P-](F)(F)(F)(F)F.N1(O[P+](N2CCCC2)(N2CCCC2)N2CCCC2)C2N=CC=CC=2N=N1.CN(C)C=O.C(N(CC)C(C)C)(C)C. Given the product [CH:21]1([C:19]([NH:18][C:13]2[N:14]=[CH:15][C:16]3[C:11]([CH:12]=2)=[CH:10][CH:9]=[C:8]([C:6]2[CH:7]=[C:2]([NH:1][C:30]([C@H:26]4[CH2:27][CH2:28][CH2:29][O:25]4)=[O:31])[CH:3]=[CH:4][C:5]=2[CH3:24])[CH:17]=3)=[O:20])[CH2:22][CH2:23]1, predict the reactants needed to synthesize it. (9) Given the product [CH3:19][O:20][C:21]([CH:23]1[CH2:27][CH2:26][N:25]([CH2:28][C:29](=[O:30])[N:4]2[CH2:5][CH2:6][N:1]([C:7]3[CH:12]=[CH:11][C:10]([C:13]4[N:14]=[CH:15][CH:16]=[CH:17][N:18]=4)=[CH:9][CH:8]=3)[CH2:2][CH2:3]2)[CH2:24]1)=[O:22], predict the reactants needed to synthesize it. The reactants are: [N:1]1([C:7]2[CH:12]=[CH:11][C:10]([C:13]3[N:18]=[CH:17][CH:16]=[CH:15][N:14]=3)=[CH:9][CH:8]=2)[CH2:6][CH2:5][NH:4][CH2:3][CH2:2]1.[CH3:19][O:20][C:21]([CH:23]1[CH2:27][CH2:26][N:25]([CH2:28][C:29](O)=[O:30])[CH2:24]1)=[O:22].C(N(CC)CC)C.ON1C2C=CC=CC=2N=N1.Cl.CN(C)CCCN=C=NCC.